This data is from NCI-60 drug combinations with 297,098 pairs across 59 cell lines. The task is: Regression. Given two drug SMILES strings and cell line genomic features, predict the synergy score measuring deviation from expected non-interaction effect. (1) Drug 1: CC(CN1CC(=O)NC(=O)C1)N2CC(=O)NC(=O)C2. Synergy scores: CSS=1.13, Synergy_ZIP=-0.266, Synergy_Bliss=-1.25, Synergy_Loewe=-5.34, Synergy_HSA=-5.30. Cell line: M14. Drug 2: CC1=C(C=C(C=C1)NC(=O)C2=CC=C(C=C2)CN3CCN(CC3)C)NC4=NC=CC(=N4)C5=CN=CC=C5. (2) Drug 1: CC(C1=C(C=CC(=C1Cl)F)Cl)OC2=C(N=CC(=C2)C3=CN(N=C3)C4CCNCC4)N. Drug 2: C1=CC(=CC=C1CCCC(=O)O)N(CCCl)CCCl. Cell line: NCI/ADR-RES. Synergy scores: CSS=22.7, Synergy_ZIP=5.04, Synergy_Bliss=9.00, Synergy_Loewe=7.49, Synergy_HSA=7.78. (3) Drug 1: C1=CC(=CC=C1C#N)C(C2=CC=C(C=C2)C#N)N3C=NC=N3. Drug 2: C(CN)CNCCSP(=O)(O)O. Cell line: PC-3. Synergy scores: CSS=2.88, Synergy_ZIP=7.82, Synergy_Bliss=3.27, Synergy_Loewe=5.06, Synergy_HSA=0.520. (4) Drug 1: CC(CN1CC(=O)NC(=O)C1)N2CC(=O)NC(=O)C2. Drug 2: CC1C(C(CC(O1)OC2CC(CC3=C2C(=C4C(=C3O)C(=O)C5=C(C4=O)C(=CC=C5)OC)O)(C(=O)CO)O)N)O.Cl. Cell line: A498. Synergy scores: CSS=46.2, Synergy_ZIP=-3.67, Synergy_Bliss=-4.16, Synergy_Loewe=-0.622, Synergy_HSA=0.0762. (5) Drug 1: CC1=C(C=C(C=C1)NC2=NC=CC(=N2)N(C)C3=CC4=NN(C(=C4C=C3)C)C)S(=O)(=O)N.Cl. Drug 2: CC(C)CN1C=NC2=C1C3=CC=CC=C3N=C2N. Cell line: IGROV1. Synergy scores: CSS=2.68, Synergy_ZIP=0.470, Synergy_Bliss=1.51, Synergy_Loewe=1.11, Synergy_HSA=0.989. (6) Drug 1: CN(C)C1=NC(=NC(=N1)N(C)C)N(C)C. Drug 2: C1=CC(=CC=C1CCCC(=O)O)N(CCCl)CCCl. Cell line: NCI-H226. Synergy scores: CSS=6.59, Synergy_ZIP=-1.02, Synergy_Bliss=0.886, Synergy_Loewe=-8.15, Synergy_HSA=-1.57. (7) Drug 1: COC1=CC(=CC(=C1O)OC)C2C3C(COC3=O)C(C4=CC5=C(C=C24)OCO5)OC6C(C(C7C(O6)COC(O7)C8=CC=CS8)O)O. Drug 2: C1=NC2=C(N1)C(=S)N=C(N2)N. Cell line: SR. Synergy scores: CSS=81.0, Synergy_ZIP=-1.19, Synergy_Bliss=-1.48, Synergy_Loewe=-2.05, Synergy_HSA=0.550.